From a dataset of Full USPTO retrosynthesis dataset with 1.9M reactions from patents (1976-2016). Predict the reactants needed to synthesize the given product. (1) Given the product [C:25]([O:24][C@@H:7]([CH:1]1[CH2:6][CH2:5][CH2:4][CH:3]=[CH:2]1)[C@:8]12[C:14](=[O:15])[O:13][C@@:12]1([CH3:16])[C@@H:11]([CH2:17][CH2:18][CH2:19][CH2:20][CH2:21][CH3:22])[C:10](=[O:23])[NH:9]2)(=[O:27])[CH3:26], predict the reactants needed to synthesize it. The reactants are: [CH:1]1([C@H:7]([OH:24])[C@:8]23[C:14](=[O:15])[O:13][C@@:12]2([CH3:16])[C@@H:11]([CH2:17][CH2:18][CH2:19][CH2:20][CH2:21][CH3:22])[C:10](=[O:23])[NH:9]3)[CH2:6][CH2:5][CH2:4][CH:3]=[CH:2]1.[C:25](OC(=O)C)(=[O:27])[CH3:26]. (2) Given the product [Cl:1][C:2]1[CH:3]=[CH:4][CH:5]=[C:6]2[C:11]=1[N:10]=[C:9]([C:12]1[S:13][C:14]([CH3:17])=[N:15][N:16]=1)[C:8]([C@@H:18]([NH:20][C:31]1[N:39]=[CH:38][N:37]=[C:36]3[C:32]=1[N:33]=[CH:34][NH:35]3)[CH3:19])=[CH:7]2, predict the reactants needed to synthesize it. The reactants are: [Cl:1][C:2]1[CH:3]=[CH:4][CH:5]=[C:6]2[C:11]=1[N:10]=[C:9]([C:12]1[S:13][C:14]([CH3:17])=[N:15][N:16]=1)[C:8]([C@@H:18]([NH2:20])[CH3:19])=[CH:7]2.CCN(C(C)C)C(C)C.Cl[C:31]1[N:39]=[CH:38][N:37]=[C:36]2[C:32]=1[NH:33][CH:34]=[N:35]2. (3) Given the product [NH2:25][C:10]1[C:11]2[CH2:16][CH2:15][N:14]([C:17]3[CH:22]=[CH:21][C:20]([CH3:23])=[CH:19][CH:18]=3)[C:13](=[O:24])[C:12]=2[N:8]([C:6](=[O:5])[CH2:34][CH2:35][N:37]2[CH2:42][CH2:41][N:40]([C:43]3[CH:48]=[CH:47][CH:46]=[CH:45][CH:44]=3)[CH2:39][CH2:38]2)[N:9]=1, predict the reactants needed to synthesize it. The reactants are: C([O:5][C:6]([N:8]1[C:12]2[C:13](=[O:24])[N:14]([C:17]3[CH:22]=[CH:21][C:20]([CH3:23])=[CH:19][CH:18]=3)[CH2:15][CH2:16][C:11]=2[C:10]([NH2:25])=[N:9]1)=O)(C)(C)C.C(=O)([O-])[O-].[K+].[K+].ClC[CH2:34][C:35]([N:37]1[CH2:42][CH2:41][N:40]([C:43]2[CH:48]=[CH:47][CH:46]=[CH:45][CH:44]=2)[CH2:39][CH2:38]1)=O. (4) Given the product [Cl:13][CH2:1][C:2]1[CH:3]=[C:4]2[C:11](=[O:12])[O:10][C:8](=[O:9])[C:5]2=[N:6][CH:7]=1, predict the reactants needed to synthesize it. The reactants are: [CH3:1][C:2]1[CH:3]=[C:4]2[C:11](=[O:12])[O:10][C:8](=[O:9])[C:5]2=[N:6][CH:7]=1.[Cl:13]C1C=CC=CC=1.